From a dataset of Reaction yield outcomes from USPTO patents with 853,638 reactions. Predict the reaction yield, written as a fraction of the theoretical maximum amount of product (1.0 means a 100% yield; for example, 0.34 means a 34% yield). The reactants are C[Si](Cl)(C)C.[Na+].[I-].[F:8][C:9]1[CH:14]=[CH:13][CH:12]=[CH:11][C:10]=1[N:15]1[CH:20]=[C:19]([O:21]C)[C:18](=[O:23])[C:17]([C:24]2[N:28]([C:29]3[CH:34]=[CH:33][CH:32]=[CH:31][CH:30]=3)[N:27]=[CH:26][CH:25]=2)=[N:16]1.O. The catalyst is CC#N. The product is [F:8][C:9]1[CH:14]=[CH:13][CH:12]=[CH:11][C:10]=1[N:15]1[CH:20]=[C:19]([OH:21])[C:18](=[O:23])[C:17]([C:24]2[N:28]([C:29]3[CH:34]=[CH:33][CH:32]=[CH:31][CH:30]=3)[N:27]=[CH:26][CH:25]=2)=[N:16]1. The yield is 0.930.